From a dataset of Full USPTO retrosynthesis dataset with 1.9M reactions from patents (1976-2016). Predict the reactants needed to synthesize the given product. (1) The reactants are: [N:1]1([CH2:6][CH2:7][C:8]#[C:9][C:10]2[CH:11]=[N:12][C:13]([O:16][CH2:17][C:18]3[N:19]=[C:20]([CH:23]=[CH:24][C:25]4[CH:30]=[CH:29][C:28]([C:31]([F:34])([F:33])[F:32])=[CH:27][CH:26]=4)[O:21][CH:22]=3)=[N:14][CH:15]=2)[CH:5]=[CH:4][N:3]=[N:2]1. Given the product [N:1]1([CH2:6][CH2:7][CH2:8][CH2:9][C:10]2[CH:11]=[N:12][C:13]([O:16][CH2:17][C:18]3[N:19]=[C:20]([CH:23]=[CH:24][C:25]4[CH:26]=[CH:27][C:28]([C:31]([F:34])([F:32])[F:33])=[CH:29][CH:30]=4)[O:21][CH:22]=3)=[N:14][CH:15]=2)[CH:5]=[CH:4][N:3]=[N:2]1, predict the reactants needed to synthesize it. (2) The reactants are: [OH:1][CH2:2][CH2:3][NH:4][S:5]([C:8]1[CH:13]=[CH:12][C:11](Br)=[CH:10][CH:9]=1)(=[O:7])=[O:6].C([O-])(=O)C.[K+].[CH3:20][O:21][C:22]1[CH:27]=[CH:26][N:25]=[C:24]([CH2:28][CH2:29][C:30]2[NH:39][C:33]3=[N:34][CH:35]=[C:36](I)[CH:37]=[C:32]3[N:31]=2)[CH:23]=1.C(=O)([O-])[O-].[K+].[K+].[Cl-].[Li+]. Given the product [OH:1][CH2:2][CH2:3][NH:4][S:5]([C:8]1[CH:13]=[CH:12][C:11]([C:36]2[CH:37]=[C:32]3[N:31]=[C:30]([CH2:29][CH2:28][C:24]4[CH:23]=[C:22]([O:21][CH3:20])[CH:27]=[CH:26][N:25]=4)[NH:39][C:33]3=[N:34][CH:35]=2)=[CH:10][CH:9]=1)(=[O:7])=[O:6], predict the reactants needed to synthesize it. (3) Given the product [C:1]([C:5]1[C:19]([O:20][CH2:25][CH:24]=[CH2:23])=[CH:18][C:8]2[CH2:9][C:10]3([O:17][C:7]=2[CH:6]=1)[CH2:16][CH2:15][CH2:14][CH2:13][CH2:12][CH2:11]3)([CH3:4])([CH3:2])[CH3:3], predict the reactants needed to synthesize it. The reactants are: [C:1]([C:5]1[C:19]([OH:20])=[CH:18][C:8]2[CH2:9][C:10]3([O:17][C:7]=2[CH:6]=1)[CH2:16][CH2:15][CH2:14][CH2:13][CH2:12][CH2:11]3)([CH3:4])([CH3:3])[CH3:2].[H-].[Na+].[CH2:23](Br)[CH:24]=[CH2:25].[Cl-].[NH4+]. (4) The reactants are: [CH3:1][C:2]1([CH3:27])[C:6]([CH3:8])([CH3:7])[O:5][B:4]([C:9]2[CH:14]=[C:13]([C:15]([F:18])([F:17])[F:16])[CH:12]=[CH:11][C:10]=2[O:19]CC2C=CC=CC=2)[O:3]1. Given the product [CH3:7][C:6]1([CH3:8])[C:2]([CH3:1])([CH3:27])[O:3][B:4]([C:9]2[CH:14]=[C:13]([C:15]([F:18])([F:16])[F:17])[CH:12]=[CH:11][C:10]=2[OH:19])[O:5]1, predict the reactants needed to synthesize it.